This data is from Catalyst prediction with 721,799 reactions and 888 catalyst types from USPTO. The task is: Predict which catalyst facilitates the given reaction. (1) Reactant: [Cl:1][C:2]1[C:11]2[C:6](=[CH:7][CH:8]=[CH:9][CH:10]=2)[C:5]([OH:12])=[C:4]([C:13]([OH:15])=O)[CH:3]=1.Cl.[C:17]([O:21][C:22](=[O:27])[C:23]([NH2:26])([CH3:25])[CH3:24])([CH3:20])([CH3:19])[CH3:18].CN(C(ON1N=NC2C=CC=NC1=2)=[N+](C)C)C.F[P-](F)(F)(F)(F)F.CCN(C(C)C)C(C)C. Product: [C:17]([O:21][C:22](=[O:27])[C:23]([NH:26][C:13]([C:4]1[CH:3]=[C:2]([Cl:1])[C:11]2[C:6](=[CH:7][CH:8]=[CH:9][CH:10]=2)[C:5]=1[OH:12])=[O:15])([CH3:25])[CH3:24])([CH3:20])([CH3:18])[CH3:19]. The catalyst class is: 35. (2) Reactant: [CH:1]([NH:3][NH:4][C:5](=O)[C:6]1[CH:11]=[CH:10][CH:9]=[CH:8][C:7]=1[N+:12]([O-:14])=[O:13])=O.P12(SP3(SP(SP(S3)(S1)=S)(=S)S2)=S)=[S:17].C1(C)C=CC=CC=1. Product: [N+:12]([C:7]1[CH:8]=[CH:9][CH:10]=[CH:11][C:6]=1[C:5]1[S:17][CH:1]=[N:3][N:4]=1)([O-:14])=[O:13]. The catalyst class is: 6. (3) Reactant: [CH2:1]([O:4][CH2:5][CH2:6][OH:7])[CH2:2][CH3:3].CC(C)([O-])C.[K+].F[C:15]1[CH:20]=[CH:19][CH:18]=[C:17]([F:21])[N:16]=1. Product: [F:21][C:17]1[CH:18]=[CH:19][CH:20]=[C:15]([O:7][CH2:6][CH2:5][O:4][CH2:1][CH2:2][CH3:3])[N:16]=1. The catalyst class is: 220. (4) Reactant: [OH:1][C:2]1[C:3]2[N:4]([C:8]([C:11]#[C:12][Si:13]([CH3:16])([CH3:15])[CH3:14])=[CH:9][N:10]=2)[CH:5]=[CH:6][CH:7]=1.N1C=CC=CC=1.[F:23][C:24]([F:37])([F:36])[S:25](O[S:25]([C:24]([F:37])([F:36])[F:23])(=[O:27])=[O:26])(=[O:27])=[O:26]. Product: [F:23][C:24]([F:37])([F:36])[S:25]([O:1][C:2]1[C:3]2[N:4]([C:8]([C:11]#[C:12][Si:13]([CH3:15])([CH3:14])[CH3:16])=[CH:9][N:10]=2)[CH:5]=[CH:6][CH:7]=1)(=[O:27])=[O:26]. The catalyst class is: 2. (5) Reactant: [Li]CCCC.C(NC(C)C)(C)C.[Br:13][C:14]1[CH:19]=[CH:18][CH:17]=[CH:16][N:15]=1.[CH:20](OCC)=[O:21].[NH4+].[Cl-]. The catalyst class is: 1. Product: [Br:13][C:14]1[N:15]=[CH:16][CH:17]=[CH:18][C:19]=1[CH:20]=[O:21]. (6) Reactant: C[O:2][C:3](=[O:50])[CH2:4][C@H:5]([O:42][Si](C(C)(C)C)(C)C)[CH2:6][CH:7](O)[CH2:8][CH2:9][C:10]1[N:11]([CH:38]([CH3:40])[CH3:39])[C:12]([C:28](=[O:37])[NH:29][C:30]2[CH:35]=[CH:34][C:33](F)=[CH:32][CH:31]=2)=[C:13]([C:22]2[CH:27]=[CH:26][CH:25]=[CH:24][CH:23]=2)[C:14]=1[C:15]1[CH:20]=[CH:19][C:18]([F:21])=[CH:17][CH:16]=1.[FH:51]. Product: [F:51][C:33]1[CH:32]=[CH:31][C:30]([NH:29][C:28]([C:12]2[N:11]([CH:38]([CH3:39])[CH3:40])[C:10]([CH2:9][CH2:8][CH:7]3[CH2:6][C@@H:5]([OH:42])[CH2:4][C:3](=[O:2])[O:50]3)=[C:14]([C:15]3[CH:20]=[CH:19][C:18]([F:21])=[CH:17][CH:16]=3)[C:13]=2[C:22]2[CH:23]=[CH:24][CH:25]=[CH:26][CH:27]=2)=[O:37])=[CH:35][CH:34]=1. The catalyst class is: 10.